From a dataset of CYP2C19 inhibition data for predicting drug metabolism from PubChem BioAssay. Regression/Classification. Given a drug SMILES string, predict its absorption, distribution, metabolism, or excretion properties. Task type varies by dataset: regression for continuous measurements (e.g., permeability, clearance, half-life) or binary classification for categorical outcomes (e.g., BBB penetration, CYP inhibition). Dataset: cyp2c19_veith. (1) The drug is O=C(c1cccc(F)c1)N1CCC2(CCCN(c3cccc(-c4ccccc4)c3)C2)CC1. The result is 1 (inhibitor). (2) The compound is Cc1c(Cl)c([N+](=O)[O-])nn1Cc1ccc(C(=O)N/N=C\c2cccc(Br)c2)o1. The result is 1 (inhibitor). (3) The compound is CCCSc1nc(NCc2ccco2)c2c3c(sc2n1)COC(C)(C)C3. The result is 1 (inhibitor). (4) The compound is O=C(Nc1ccccc1)N1CC[C@@]2(CCCN(C(=O)c3ccncc3)C2)C1. The result is 0 (non-inhibitor). (5) The compound is c1ccc(Cc2nnc(Sc3ccccc3)c3ccccc23)cc1. The result is 1 (inhibitor). (6) The drug is Cc1cc(C(C#N)c2cccc(Cl)c2)n2ncnc2n1. The result is 1 (inhibitor).